From a dataset of Forward reaction prediction with 1.9M reactions from USPTO patents (1976-2016). Predict the product of the given reaction. Given the reactants [Cl-].O[NH3+:3].[C:4](=[O:7])([O-])[OH:5].[Na+].CS(C)=O.[F:13][C:14]1[CH:15]=[C:16]([N:24]2[C:29](=[O:30])[C:28]([CH2:31][C:32]3[CH:37]=[CH:36][C:35]([C:38]4[C:39]([C:44]#[N:45])=[CH:40][CH:41]=[CH:42][CH:43]=4)=[CH:34][CH:33]=3)=[C:27]([CH2:46][CH2:47][CH3:48])[N:26]=[C:25]2[CH3:49])[CH:17]=[CH:18][C:19]=1[O:20][CH:21]([CH3:23])[CH3:22], predict the reaction product. The product is: [F:13][C:14]1[CH:15]=[C:16]([N:24]2[C:29](=[O:30])[C:28]([CH2:31][C:32]3[CH:37]=[CH:36][C:35]([C:38]4[CH:43]=[CH:42][CH:41]=[CH:40][C:39]=4[C:44]4[NH:3][C:4](=[O:7])[O:5][N:45]=4)=[CH:34][CH:33]=3)=[C:27]([CH2:46][CH2:47][CH3:48])[N:26]=[C:25]2[CH3:49])[CH:17]=[CH:18][C:19]=1[O:20][CH:21]([CH3:23])[CH3:22].